From a dataset of Peptide-MHC class I binding affinity with 185,985 pairs from IEDB/IMGT. Regression. Given a peptide amino acid sequence and an MHC pseudo amino acid sequence, predict their binding affinity value. This is MHC class I binding data. The peptide sequence is YVIKVSARV. The MHC is HLA-A68:01 with pseudo-sequence HLA-A68:01. The binding affinity (normalized) is 0.181.